Dataset: Forward reaction prediction with 1.9M reactions from USPTO patents (1976-2016). Task: Predict the product of the given reaction. (1) Given the reactants [CH3:1][Si](C=[N+]=[N-])(C)C.[C:8]([O:11][C@H:12]([C@@H:16]([O:33][C:34](=[O:36])[CH3:35])[C:17]([N:19]([CH2:24][C:25]1[CH:30]=[CH:29][C:28]([O:31][CH3:32])=[CH:27][CH:26]=1)[CH2:20][C:21]([CH3:23])=[CH2:22])=[O:18])[C:13]([OH:15])=[O:14])(=[O:10])[CH3:9], predict the reaction product. The product is: [C:8]([O:11][C@H:12]([C@@H:16]([O:33][C:34](=[O:36])[CH3:35])[C:17]([N:19]([CH2:24][C:25]1[CH:26]=[CH:27][C:28]([O:31][CH3:32])=[CH:29][CH:30]=1)[CH2:20][C:21]([CH3:23])=[CH2:22])=[O:18])[C:13]([O:15][CH3:1])=[O:14])(=[O:10])[CH3:9]. (2) Given the reactants [CH3:1][NH:2][CH3:3].Br[CH2:5][C:6]1[CH:15]=[CH:14][C:9]([C:10]([O:12][CH3:13])=[O:11])=[CH:8][C:7]=1[O:16][CH3:17], predict the reaction product. The product is: [CH3:1][N:2]([CH2:5][C:6]1[CH:15]=[CH:14][C:9]([C:10]([O:12][CH3:13])=[O:11])=[CH:8][C:7]=1[O:16][CH3:17])[CH3:3]. (3) Given the reactants Cl.C[N:3](C)CCCN=C=NCC.ON1C2C=CC=CC=2N=N1.[F:23][C:24]1[CH:25]=[CH:26][C:27]2[N:28]([C:30]([C:33]3[N:38]=[C:37]([NH:39][C@H:40]([C:42]4[CH:47]=[CH:46][C:45]([F:48])=[CH:44][N:43]=4)[CH3:41])[C:36]([C:49](O)=[O:50])=[CH:35][N:34]=3)=[CH:31][N:32]=2)[CH:29]=1.[OH-].[NH4+], predict the reaction product. The product is: [F:23][C:24]1[CH:25]=[CH:26][C:27]2[N:28]([C:30]([C:33]3[N:38]=[C:37]([NH:39][C@H:40]([C:42]4[CH:47]=[CH:46][C:45]([F:48])=[CH:44][N:43]=4)[CH3:41])[C:36]([C:49]([NH2:3])=[O:50])=[CH:35][N:34]=3)=[CH:31][N:32]=2)[CH:29]=1. (4) The product is: [CH3:1][N:2]([CH3:13])[C:3]1[N:8]=[C:7]([C:9]([O:17][CH3:16])=[O:14])[CH:6]=[CH:5][N:4]=1. Given the reactants [CH3:1][N:2]([CH3:13])[C:3]1[N:8]=[C:7]([C:9](F)(F)F)[CH:6]=[CH:5][N:4]=1.[OH-:14].[Na+].[C:16](=O)([O-])[OH:17].[Na+].[I-], predict the reaction product. (5) Given the reactants C(O[C:9]1[C:14]([F:15])=[C:13]([O:16]CC2C=CC=CC=2)[CH:12]=[CH:11][C:10]=1[NH:24][C:25](=[O:39])[C:26]1[CH:31]=[C:30]([F:32])[C:29]([O:33][CH2:34][CH:35]2[CH2:37][CH2:36]2)=[CH:28][C:27]=1[F:38])C1C=CC=CC=1, predict the reaction product. The product is: [CH:35]1([CH2:34][O:33][C:29]2[C:30]([F:32])=[CH:31][C:26]([C:25]3[O:39][C:9]4[C:14]([F:15])=[C:13]([OH:16])[CH:12]=[CH:11][C:10]=4[N:24]=3)=[C:27]([F:38])[CH:28]=2)[CH2:36][CH2:37]1.